The task is: Predict the reactants needed to synthesize the given product.. This data is from Full USPTO retrosynthesis dataset with 1.9M reactions from patents (1976-2016). (1) Given the product [N:24]1[CH:25]=[CH:26][CH:27]=[CH:28][C:23]=1[C:2]1[CH:7]=[CH:6][C:5]([C:8]2[C:9](=[O:17])[NH:10][C:11]3([CH2:16][CH2:15][O:14][CH2:13]3)[N:12]=2)=[CH:4][CH:3]=1, predict the reactants needed to synthesize it. The reactants are: Br[C:2]1[CH:7]=[CH:6][C:5]([C:8]2[C:9](=[O:17])[NH:10][C:11]3([CH2:16][CH2:15][O:14][CH2:13]3)[N:12]=2)=[CH:4][CH:3]=1.C([Sn](CCCC)(CCCC)[C:23]1[CH:28]=[CH:27][CH:26]=[CH:25][N:24]=1)CCC. (2) Given the product [C:9]1([NH:15][N:16]=[CH:7][C:2]2[CH:3]=[CH:4][CH:5]=[CH:6][N:1]=2)[CH:14]=[CH:13][CH:12]=[CH:11][CH:10]=1, predict the reactants needed to synthesize it. The reactants are: [N:1]1[CH:6]=[CH:5][CH:4]=[CH:3][C:2]=1[CH:7]=O.[C:9]1([NH:15][NH2:16])[CH:14]=[CH:13][CH:12]=[CH:11][CH:10]=1. (3) Given the product [NH2:32][CH2:31][CH:15]([N:11]1[CH2:12][CH2:13][C:8]([CH2:1][C:2]2[CH:3]=[CH:4][CH:5]=[CH:6][CH:7]=2)([OH:14])[CH2:9][CH2:10]1)[C:16]1[CH:21]=[CH:20][CH:19]=[CH:18][CH:17]=1, predict the reactants needed to synthesize it. The reactants are: [CH2:1]([C:8]1([OH:14])[CH2:13][CH2:12][NH:11][CH2:10][CH2:9]1)[C:2]1[CH:7]=[CH:6][CH:5]=[CH:4][CH:3]=1.[CH:15](=O)[C:16]1[CH:21]=[CH:20][CH:19]=[CH:18][CH:17]=1.[O-]S([O-])(=O)=O.[Mg+2].CC(C)(O)[C:31]#[N:32].[H-].[H-].[H-].[H-].[Li+].[Al+3]. (4) Given the product [Br:6][C:7]1[CH:8]=[C:9]([F:17])[CH:10]=[C:11]2[C:15]=1[C:14](=[O:16])[NH:18][CH2:13][CH2:12]2, predict the reactants needed to synthesize it. The reactants are: CS(O)(=O)=O.[Br:6][C:7]1[CH:8]=[C:9]([F:17])[CH:10]=[C:11]2[C:15]=1[C:14](=[O:16])[CH2:13][CH2:12]2.[N-:18]=[N+]=[N-].[Na+].[OH-].[Na+]. (5) The reactants are: [CH3:1][O:2][C:3](=[O:20])[C:4]1[CH:9]=[C:8]([N+:10]([O-])=O)[CH:7]=[C:6]([C:13]2[CH:18]=[CH:17][C:16]([CH3:19])=[CH:15][N:14]=2)[CH:5]=1.Cl[Sn]Cl. Given the product [CH3:1][O:2][C:3](=[O:20])[C:4]1[CH:5]=[C:6]([C:13]2[CH:18]=[CH:17][C:16]([CH3:19])=[CH:15][N:14]=2)[CH:7]=[C:8]([NH2:10])[CH:9]=1, predict the reactants needed to synthesize it. (6) Given the product [F:28][C:17]([F:16])([F:27])[C:18]1[CH:19]=[C:20]([CH3:26])[N:21]=[CH:22][C:23]=1[CH2:24][CH2:25][N:6]1[C:7]2[CH:8]=[CH:9][C:10]([CH3:13])=[CH:11][C:12]=2[C:4]2[CH2:3][N:2]([CH3:1])[CH2:15][CH2:14][C:5]1=2, predict the reactants needed to synthesize it. The reactants are: [CH3:1][N:2]1[CH2:15][CH2:14][C:5]2[NH:6][C:7]3[CH:8]=[CH:9][C:10]([CH3:13])=[CH:11][C:12]=3[C:4]=2[CH2:3]1.[F:16][C:17]([F:28])([F:27])[C:18]1[C:23]([CH:24]=[CH2:25])=[CH:22][N:21]=[C:20]([CH3:26])[CH:19]=1.[OH-].[K+]. (7) Given the product [Cl:1][C:2]1[CH:3]=[CH:4][C:5]([C@:8]([C:21]2[CH:26]=[C:25]([C:27]([F:30])([F:28])[F:29])[CH:24]=[C:23]([F:31])[CH:22]=2)([NH:14][C:15](=[O:20])[C:16]([CH3:19])([CH3:18])[CH3:17])[CH2:9][C:10]([OH:12])=[O:11])=[N:6][CH:7]=1, predict the reactants needed to synthesize it. The reactants are: [Cl:1][C:2]1[CH:3]=[CH:4][C:5]([C@:8]([C:21]2[CH:26]=[C:25]([C:27]([F:30])([F:29])[F:28])[CH:24]=[C:23]([F:31])[CH:22]=2)([NH:14][C:15](=[O:20])[C:16]([CH3:19])([CH3:18])[CH3:17])[CH2:9][C:10]([O:12]C)=[O:11])=[N:6][CH:7]=1.[Li+].[OH-].Cl.